This data is from NCI-60 drug combinations with 297,098 pairs across 59 cell lines. The task is: Regression. Given two drug SMILES strings and cell line genomic features, predict the synergy score measuring deviation from expected non-interaction effect. Drug 1: COC1=C(C=C2C(=C1)N=CN=C2NC3=CC(=C(C=C3)F)Cl)OCCCN4CCOCC4. Drug 2: COCCOC1=C(C=C2C(=C1)C(=NC=N2)NC3=CC=CC(=C3)C#C)OCCOC.Cl. Cell line: A549. Synergy scores: CSS=31.8, Synergy_ZIP=2.62, Synergy_Bliss=2.58, Synergy_Loewe=5.59, Synergy_HSA=7.34.